From a dataset of Reaction yield outcomes from USPTO patents with 853,638 reactions. Predict the reaction yield, written as a fraction of the theoretical maximum amount of product (1.0 means a 100% yield; for example, 0.34 means a 34% yield). (1) The reactants are Cl[CH2:2][C:3]1[CH:8]=[CH:7][CH:6]=[C:5]([S:9][CH:10]2[CH2:14][CH2:13][CH2:12][CH2:11]2)[N:4]=1.C[O:16][C:17](=[O:30])[CH2:18][CH:19]1[CH2:21][CH:20]1[C:22]1[CH:27]=[CH:26][C:25]([OH:28])=[C:24]([F:29])[CH:23]=1. No catalyst specified. The product is [CH:10]1([S:9][C:5]2[N:4]=[C:3]([CH2:2][O:28][C:25]3[CH:26]=[CH:27][C:22]([CH:20]4[CH2:21][CH:19]4[CH2:18][C:17]([OH:30])=[O:16])=[CH:23][C:24]=3[F:29])[CH:8]=[CH:7][CH:6]=2)[CH2:14][CH2:13][CH2:12][CH2:11]1. The yield is 0.870. (2) The reactants are [C:1]([O:5][C:6]([N:8]1[CH2:12][CH2:11][CH:10]([OH:13])[CH:9]1[C:14]([OH:16])=[O:15])=[O:7])([CH3:4])([CH3:3])[CH3:2].[C:17]([O-])([O-])=O.[K+].[K+].IC. The catalyst is CN(C=O)C.[Cl-].[Na+].O. The product is [CH3:17][O:15][C:14]([CH:9]1[CH:10]([OH:13])[CH2:11][CH2:12][N:8]1[C:6]([O:5][C:1]([CH3:4])([CH3:2])[CH3:3])=[O:7])=[O:16]. The yield is 0.870. (3) The reactants are [F:1][C:2]1[CH:3]=[C:4]([CH:46]=[CH:47][C:48]=1[F:49])[CH2:5][N:6]1[CH:11]=[CH:10][CH:9]=[C:8]([C:12]([NH:14][CH2:15][C:16]2[CH:17]=[C:18]([CH:24]=[C:25]([C:27]3[C:35]4[C:30](=[N:31][CH:32]=[CH:33][CH:34]=4)[N:29](S(C4C=CC=CC=4)(=O)=O)[CH:28]=3)[CH:26]=2)[O:19][CH2:20][C:21]([OH:23])=O)=[O:13])[C:7]1=[O:45].[Cl-].[NH4+].C[N:53](C)C=O.C(N(CC)C(C)C)(C)C.CO.C(=O)([O-])[O-].[K+].[K+]. The catalyst is O.CCOC(C)=O. The product is [NH2:53][C:21](=[O:23])[CH2:20][O:19][C:18]1[CH:17]=[C:16]([CH:26]=[C:25]([C:27]2[C:35]3[C:30](=[N:31][CH:32]=[CH:33][CH:34]=3)[NH:29][CH:28]=2)[CH:24]=1)[CH2:15][NH:14][C:12]([C:8]1[C:7](=[O:45])[N:6]([CH2:5][C:4]2[CH:46]=[CH:47][C:48]([F:49])=[C:2]([F:1])[CH:3]=2)[CH:11]=[CH:10][CH:9]=1)=[O:13]. The yield is 0.400. (4) The reactants are [OH-].[Na+].[CH3:3][C:4]1[C:17]([CH3:18])=[CH:16][C:15]([CH3:19])=[CH:14][C:5]=1[O:6][C:7]([CH3:13])([CH3:12])[C:8]([O:10]C)=[O:9]. The catalyst is CO. The product is [CH3:3][C:4]1[C:17]([CH3:18])=[CH:16][C:15]([CH3:19])=[CH:14][C:5]=1[O:6][C:7]([CH3:13])([CH3:12])[C:8]([OH:10])=[O:9]. The yield is 0.750.